From a dataset of Full USPTO retrosynthesis dataset with 1.9M reactions from patents (1976-2016). Predict the reactants needed to synthesize the given product. Given the product [CH3:17][O:18][C:19]1[CH:24]=[CH:23][C:22]([C:2]2[C:3]([N:8]3[CH2:13][CH2:12][CH:11]([C:14]([NH2:16])=[O:15])[CH2:10][CH2:9]3)=[N:4][CH:5]=[N:6][CH:7]=2)=[CH:21][CH:20]=1, predict the reactants needed to synthesize it. The reactants are: Br[C:2]1[C:3]([N:8]2[CH2:13][CH2:12][CH:11]([C:14]([NH2:16])=[O:15])[CH2:10][CH2:9]2)=[N:4][CH:5]=[N:6][CH:7]=1.[CH3:17][O:18][C:19]1[CH:24]=[CH:23][C:22](B(O)O)=[CH:21][CH:20]=1.C(=O)([O-])[O-].[Na+].[Na+].